This data is from Reaction yield outcomes from USPTO patents with 853,638 reactions. The task is: Predict the reaction yield, written as a fraction of the theoretical maximum amount of product (1.0 means a 100% yield; for example, 0.34 means a 34% yield). (1) The catalyst is CC(O)=O. The product is [F:12][C:9]1[CH:8]=[C:3]2[C:2](=[CH:11][CH:10]=1)[N:1]=[C:18]([C:13]([O:14][CH2:15][CH3:16])=[O:17])[NH:19][C:4]2=[O:6]. The yield is 0.860. The reactants are [NH2:1][C:2]1[CH:11]=[CH:10][C:9]([F:12])=[CH:8][C:3]=1[C:4]([O:6]C)=O.[C:13]([C:18]#[N:19])(=[O:17])[O:14][CH2:15][CH3:16].Cl. (2) The reactants are [S:1]1[CH:5]=[CH:4][CH:3]=[C:2]1[CH2:6][N:7]1[C:15](=[O:16])[C:14]2[C:9](=[CH:10][CH:11]=[CH:12][CH:13]=2)[C:8]1=[O:17].[Cl:18][S:19](O)(=[O:21])=[O:20]. The catalyst is C(Cl)Cl. The product is [O:16]=[C:15]1[C:14]2[C:9](=[CH:10][CH:11]=[CH:12][CH:13]=2)[C:8](=[O:17])[N:7]1[CH2:6][C:2]1[S:1][C:5]([S:19]([Cl:18])(=[O:21])=[O:20])=[CH:4][CH:3]=1. The yield is 0.670. (3) The reactants are O[CH2:2][C:3]1[CH:12]=[N:11][C:10]2[N:9]3[CH2:13][CH2:14][CH2:15][C@H:8]3[C:7](=[O:16])[NH:6][C:5]=2[CH:4]=1.Cl.[CH2:18]([NH:20][C:21](=[O:36])[C:22]1[CH:27]=[C:26]([F:28])[C:25]([N:29]2[CH2:34][CH2:33][NH:32][CH2:31][CH2:30]2)=[CH:24][C:23]=1[F:35])[CH3:19].[I-].C(C[P+](C)(C)C)#N.C(N(CC)C(C)C)(C)C. The catalyst is C(#N)CC.ClCCl.CO. The product is [CH2:18]([NH:20][C:21](=[O:36])[C:22]1[CH:27]=[C:26]([F:28])[C:25]([N:29]2[CH2:34][CH2:33][N:32]([CH2:2][C:3]3[CH:12]=[N:11][C:10]4[N:9]5[CH2:13][CH2:14][CH2:15][C@H:8]5[C:7](=[O:16])[NH:6][C:5]=4[CH:4]=3)[CH2:31][CH2:30]2)=[CH:24][C:23]=1[F:35])[CH3:19]. The yield is 0.368. (4) The reactants are Cl.C[O:3][C:4](=[O:39])[C:5]1[CH:10]=[CH:9][C:8]([CH2:11][O:12][C:13]2[CH:18]=[CH:17][C:16]([CH2:19][C@H:20]([NH2:38])[C:21]3[N:22]([CH2:34][CH2:35][CH2:36][CH3:37])[CH:23]=[C:24]([C:26]4[CH:31]=[CH:30][C:29]([Cl:32])=[CH:28][C:27]=4[Cl:33])[N:25]=3)=[CH:15][CH:14]=2)=[CH:7][CH:6]=1.[Cl:40][C:41]1[CH:49]=[C:48]([F:50])[CH:47]=[CH:46][C:42]=1[C:43]([OH:45])=O. No catalyst specified. The product is [CH2:34]([N:22]1[CH:23]=[C:24]([C:26]2[CH:31]=[CH:30][C:29]([Cl:32])=[CH:28][C:27]=2[Cl:33])[N:25]=[C:21]1[C@@H:20]([NH:38][C:43](=[O:45])[C:42]1[CH:46]=[CH:47][C:48]([F:50])=[CH:49][C:41]=1[Cl:40])[CH2:19][C:16]1[CH:17]=[CH:18][C:13]([O:12][CH2:11][C:8]2[CH:7]=[CH:6][C:5]([C:4]([OH:39])=[O:3])=[CH:10][CH:9]=2)=[CH:14][CH:15]=1)[CH2:35][CH2:36][CH3:37]. The yield is 0.700. (5) The reactants are [CH:1]([O:4][C:5]1[CH:10]=[CH:9][C:8]([N:11]=[C:12]=[S:13])=[CH:7][CH:6]=1)([CH3:3])[CH3:2].[S:14]1[CH:18]=[CH:17][C:16]([CH2:19][NH2:20])=[CH:15]1. The catalyst is C(#N)C. The product is [CH:1]([O:4][C:5]1[CH:10]=[CH:9][C:8]([NH:11][C:12]([NH:20][CH2:19][C:16]2[CH:17]=[CH:18][S:14][CH:15]=2)=[S:13])=[CH:7][CH:6]=1)([CH3:3])[CH3:2]. The yield is 0.520. (6) The reactants are [S:1]1[CH:5]=[CH:4][CH:3]=[C:2]1[C:6]1[O:10][N:9]=[CH:8][CH:7]=1.CO[CH:13](OC)[N:14]([CH3:16])[CH3:15]. No catalyst specified. The product is [CH3:16][N:14]([CH3:15])[CH:13]=[C:7]([C:6]([C:2]1[S:1][CH:5]=[CH:4][CH:3]=1)=[O:10])[C:8]#[N:9]. The yield is 0.858. (7) The reactants are C1(C)C=CC(S([O-])(=O)=O)=CC=1.[NH+]1C=CC=CC=1.[O:18]1CCO[CH:19]1[C:23]1[CH:32]=[CH:31][C:30]([O:33][CH3:34])=[C:29]2[C:24]=1[CH2:25][CH2:26][C:27](=[O:50])[N:28]2[CH2:35][C:36]1[CH:37]=[N:38][C:39]([N:42]([CH3:49])[C:43]2[CH:48]=[CH:47][CH:46]=[CH:45][CH:44]=2)=[CH:40][CH:41]=1.C(=O)([O-])O.[Na+].C(OCC)(=O)C. The catalyst is CC(C)=O.O. The product is [CH3:34][O:33][C:30]1[C:29]2[N:28]([CH2:35][C:36]3[CH:37]=[N:38][C:39]([N:42]([CH3:49])[C:43]4[CH:44]=[CH:45][CH:46]=[CH:47][CH:48]=4)=[CH:40][CH:41]=3)[C:27](=[O:50])[CH2:26][CH2:25][C:24]=2[C:23]([CH:19]=[O:18])=[CH:32][CH:31]=1. The yield is 0.810. (8) The reactants are [CH3:1][O:2][C:3]1[CH:4]=[C:5]2[C:10](=[CH:11][C:12]=1[O:13][CH3:14])[N:9]=[CH:8][CH:7]=[C:6]2[O:15][C:16]1[CH:21]=[CH:20][C:19]([NH2:22])=[CH:18][C:17]=1[F:23].[NH4+].[N:25]#[C:26][S-:27].BrBr. The catalyst is CC(O)=O. The product is [CH3:1][O:2][C:3]1[CH:4]=[C:5]2[C:10](=[CH:11][C:12]=1[O:13][CH3:14])[N:9]=[CH:8][CH:7]=[C:6]2[O:15][C:16]1[C:17]([F:23])=[CH:18][C:19]2[N:22]=[C:26]([NH2:25])[S:27][C:20]=2[CH:21]=1. The yield is 0.480.